This data is from Reaction yield outcomes from USPTO patents with 853,638 reactions. The task is: Predict the reaction yield, written as a fraction of the theoretical maximum amount of product (1.0 means a 100% yield; for example, 0.34 means a 34% yield). The reactants are [NH2:1][CH2:2][CH2:3][CH2:4][CH2:5][CH2:6][C:7]([N:9]([CH3:34])[CH2:10][CH2:11][N:12]1[CH2:17][CH2:16][CH:15]([N:18]([C:22]2[CH:27]=[CH:26][CH:25]=[CH:24][C:23]=2[C:28]2[CH:33]=[CH:32][CH:31]=[CH:30][CH:29]=2)[C:19](=[O:21])[O-:20])[CH2:14][CH2:13]1)=[O:8].[F:35][C:36]([F:98])([F:97])[C:37]1[CH:38]=[C:39]([CH:90]=[C:91]([C:93]([F:96])([F:95])[F:94])[CH:92]=1)[C:40]([N:42]1[CH2:46][C@@:45]([CH2:54][CH2:55][N:56]2[CH2:61][CH2:60][C:59]3([C:69]4[C:64](=[CH:65][CH:66]=[CH:67][CH:68]=4)[CH2:63][C@@H:62]3[O:70][CH2:71][C:72]([N:74]([CH3:89])[CH2:75][CH2:76][CH2:77][N:78]([CH3:88])[C:79]([C:81]3[S:82][C:83]([CH:86]=O)=[CH:84][CH:85]=3)=[O:80])=[O:73])[CH2:58][CH2:57]2)([C:47]2[CH:52]=[CH:51][C:50]([F:53])=[CH:49][CH:48]=2)[O:44][CH2:43]1)=[O:41].C1(C)C=CC=CC=1.[C:106]([O:109][BH-](OC(=O)C)OC(=O)C)(=[O:108])[CH3:107].[Na+]. The catalyst is CO. The product is [C:106]([O-:109])(=[O:108])[CH3:107].[NH4+:1].[F:95][C:93]([F:94])([F:96])[C:91]1[CH:90]=[C:39]([CH:38]=[C:37]([C:36]([F:35])([F:98])[F:97])[CH:92]=1)[C:40]([N:42]1[CH2:46][C@@:45]([CH2:54][CH2:55][N:56]2[CH2:57][CH2:58][C:59]3([C:69]4[C:64](=[CH:65][CH:66]=[CH:67][CH:68]=4)[CH2:63][C@@H:62]3[O:70][CH2:71][C:72]([N:74]([CH3:89])[CH2:75][CH2:76][CH2:77][N:78]([CH3:88])[C:79]([C:81]3[S:82][C:83]([CH2:86][NH:1][CH2:2][CH2:3][CH2:4][CH2:5][CH2:6][C:7]([N:9]([CH3:34])[CH2:10][CH2:11][N:12]4[CH2:13][CH2:14][CH:15]([N:18]([C:22]5[CH:27]=[CH:26][CH:25]=[CH:24][C:23]=5[C:28]5[CH:29]=[CH:30][CH:31]=[CH:32][CH:33]=5)[C:19](=[O:20])[O-:21])[CH2:16][CH2:17]4)=[O:8])=[CH:84][CH:85]=3)=[O:80])=[O:73])[CH2:60][CH2:61]2)([C:47]2[CH:48]=[CH:49][C:50]([F:53])=[CH:51][CH:52]=2)[O:44][CH2:43]1)=[O:41]. The yield is 0.00100.